This data is from Full USPTO retrosynthesis dataset with 1.9M reactions from patents (1976-2016). The task is: Predict the reactants needed to synthesize the given product. Given the product [CH3:1][O:2][C:3]1[C:4]([C:11]2[CH:16]=[CH:15][CH:14]=[CH:13][CH:12]=2)=[CH:5][C:6]([CH:7]=[C:19]2[C:20]3[C:25](=[CH:24][CH:23]=[CH:22][CH:21]=3)[NH:17][C:18]2=[O:26])=[CH:9][CH:10]=1, predict the reactants needed to synthesize it. The reactants are: [CH3:1][O:2][C:3]1[CH:10]=[CH:9][C:6]([CH:7]=O)=[CH:5][C:4]=1[C:11]1[CH:16]=[CH:15][CH:14]=[CH:13][CH:12]=1.[NH:17]1[C:25]2[C:20](=[CH:21][CH:22]=[CH:23][CH:24]=2)[CH2:19][C:18]1=[O:26].